From a dataset of Reaction yield outcomes from USPTO patents with 853,638 reactions. Predict the reaction yield, written as a fraction of the theoretical maximum amount of product (1.0 means a 100% yield; for example, 0.34 means a 34% yield). (1) The reactants are [C:1]([C:4]1[C:12]2[C:7](=[CH:8][CH:9]=[C:10]([N+:13]([O-])=O)[CH:11]=2)[NH:6][CH:5]=1)(=[O:3])[CH3:2].NN. The catalyst is [Ni].CO. The product is [C:1]([C:4]1[C:12]2[C:7](=[CH:8][CH:9]=[C:10]([NH2:13])[CH:11]=2)[NH:6][CH:5]=1)(=[O:3])[CH3:2]. The yield is 0.990. (2) The reactants are [OH:1][C:2]1[CH:3]=[C:4]2[C:9](=[CH:10][C:11]=1[CH3:12])[N:8]=[CH:7][CH:6]=[CH:5]2.C1C(=O)N([Br:20])C(=O)C1.N(C(C)(C)C#N)=NC(C)(C)C#N.O. The catalyst is ClC1C=CC=CC=1. The product is [Br:20][C:3]1[C:2]([OH:1])=[C:11]([CH3:12])[CH:10]=[C:9]2[C:4]=1[CH:5]=[CH:6][CH:7]=[N:8]2. The yield is 0.970. (3) The reactants are Br[C:2]1[CH:7]=[CH:6][CH:5]=[CH:4][C:3]=1[C:8]1[CH:13]=[CH:12][CH:11]=[CH:10][C:9]=1[Cl:14].[Li]CCCC.CCCCCC.CON(C)[C:29]([C@@H:31]1[CH2:36][CH2:35][CH2:34][N:33]([C:37]([O:39][C:40]([CH3:43])([CH3:42])[CH3:41])=[O:38])[CH2:32]1)=[O:30]. The catalyst is C1COCC1. The product is [C:40]([O:39][C:37]([N:33]1[CH2:34][CH2:35][CH2:36][C@@H:31]([C:29](=[O:30])[C:2]2[CH:7]=[CH:6][CH:5]=[CH:4][C:3]=2[C:8]2[CH:13]=[CH:12][CH:11]=[CH:10][C:9]=2[Cl:14])[CH2:32]1)=[O:38])([CH3:43])([CH3:42])[CH3:41]. The yield is 0.550. (4) The reactants are [Br:1][C:2]1[CH:11]=[C:10]2[C:5]([N:6]=[CH:7][C:8]([N:12]3[CH2:17][CH2:16][N:15](C(OC(C)(C)C)=O)[CH2:14][C:13]3=[O:25])=[N:9]2)=[CH:4][CH:3]=1.FC(F)(F)C(O)=O. The catalyst is C(#N)C. The product is [Br:1][C:2]1[CH:11]=[C:10]2[C:5]([N:6]=[CH:7][C:8]([N:12]3[CH2:17][CH2:16][NH:15][CH2:14][C:13]3=[O:25])=[N:9]2)=[CH:4][CH:3]=1. The yield is 0.600. (5) The reactants are [N+](C1[CH:9]=[CH:8][C:7]([O:10][C:11](=[O:24])[NH:12][C:13]2[CH:14]=[N:15][C:16]([O:19][CH:20]3[CH2:23][CH2:22][CH2:21]3)=[CH:17][CH:18]=2)=[CH:6]C=1)([O-])=O.[N:25]1[C:30]2[CH:31]=[CH:32][S:33][C:29]=2[C:28]([N:34]2CCC(O)C2)=[N:27][CH:26]=1.CCN(C(C)C)C(C)C. The catalyst is CS(C)=O. The product is [N:25]1[C:30]2[CH:31]=[CH:32][S:33][C:29]=2[C:28]([N:34]2[CH2:9][CH2:8][CH:7]([O:10][C:11](=[O:24])[NH:12][C:13]3[CH:14]=[N:15][C:16]([O:19][CH:20]4[CH2:21][CH2:22][CH2:23]4)=[CH:17][CH:18]=3)[CH2:6]2)=[N:27][CH:26]=1. The yield is 0.280. (6) The reactants are [Cl:1][C:2]1[CH:7]=[CH:6][CH:5]=[CH:4][C:3]=1[N:8]1[C:12]([S:13]([C:16]2[CH:21]=[CH:20][CH:19]=[C:18]([C:22]#[N:23])[CH:17]=2)(=[O:15])=[O:14])=[CH:11][C:10]([CH2:24][N:25](C)[C:26](=O)OC(C)(C)C)=[N:9]1.C(OCC)(=O)C.Cl. The catalyst is C(O)C. The product is [ClH:1].[Cl:1][C:2]1[CH:7]=[CH:6][CH:5]=[CH:4][C:3]=1[N:8]1[C:12]([S:13]([C:16]2[CH:17]=[C:18]([CH:19]=[CH:20][CH:21]=2)[C:22]#[N:23])(=[O:14])=[O:15])=[CH:11][C:10]([CH2:24][NH:25][CH3:26])=[N:9]1. The yield is 0.450. (7) The reactants are [Cl:1][C:2]1[NH:7][C:6](=[O:8])[NH:5][C:4](=[O:9])[CH:3]=1.Br[CH2:11][C:12]1[CH:17]=[CH:16][C:15]([C:18]2[C:19]([C:24]#[N:25])=[CH:20][CH:21]=[CH:22][CH:23]=2)=[CH:14][CH:13]=1.C(=O)([O-])[O-].[K+].[K+].[OH-].[Na+]. The catalyst is C1(C)C=CC=CC=1.CS(C)=O. The product is [Cl:1][C:2]1[N:7]([CH2:11][C:12]2[CH:13]=[CH:14][C:15]([C:18]3[C:19]([C:24]#[N:25])=[CH:20][CH:21]=[CH:22][CH:23]=3)=[CH:16][CH:17]=2)[C:6](=[O:8])[NH:5][C:4](=[O:9])[CH:3]=1. The yield is 0.140. (8) The reactants are [CH3:1][O:2][C:3]1[CH:10]=[CH:9][C:8]([N+:11]([O-])=O)=[CH:7][C:4]=1[CH2:5][OH:6].Cl[Sn]Cl.O.[OH-].[Na+]. The catalyst is CCO. The product is [OH:6][CH2:5][C:4]1[CH:7]=[C:8]([CH:9]=[CH:10][C:3]=1[O:2][CH3:1])[NH2:11].[NH2:11][C:8]1[CH:9]=[CH:10][CH:3]=[CH:4][CH:7]=1. The yield is 0.840. (9) The reactants are [C:1]([O:5][C:6](=[O:17])[NH:7][C@H:8]1[CH2:13][CH2:12][C@@H:11]([C:14](=O)[NH2:15])[CH2:10][CH2:9]1)([CH3:4])([CH3:3])[CH3:2].[OH-].[Na+]. The catalyst is C1COCC1. The product is [C:1]([O:5][C:6](=[O:17])[NH:7][C@H:8]1[CH2:9][CH2:10][C@@H:11]([CH2:14][NH2:15])[CH2:12][CH2:13]1)([CH3:4])([CH3:2])[CH3:3]. The yield is 0.570. (10) The reactants are [CH:1]([O:4][C:5]([O:7][C:8]1[CH:9]=[C:10]([CH2:21][C@H:22]([NH:38]C(OC(C)(C)C)=O)[C:23]([O:25][C@H:26]([CH3:37])[CH2:27][O:28][C:29]([C:31]2[CH:36]=[CH:35][CH:34]=[CH:33][CH:32]=2)=[O:30])=[O:24])[CH:11]=[CH:12][C:13]=1[O:14][C:15]([O:17][CH:18]([CH3:20])[CH3:19])=[O:16])=[O:6])([CH3:3])[CH3:2].[ClH:46]. The catalyst is O1CCOCC1. The product is [ClH:46].[NH2:38][C@@H:22]([CH2:21][C:10]1[CH:11]=[CH:12][C:13]([O:14][C:15]([O:17][CH:18]([CH3:20])[CH3:19])=[O:16])=[C:8]([O:7][C:5]([O:4][CH:1]([CH3:3])[CH3:2])=[O:6])[CH:9]=1)[C:23]([O:25][C@H:26]([CH3:37])[CH2:27][O:28][C:29]([C:31]1[CH:36]=[CH:35][CH:34]=[CH:33][CH:32]=1)=[O:30])=[O:24]. The yield is 1.00.